This data is from Full USPTO retrosynthesis dataset with 1.9M reactions from patents (1976-2016). The task is: Predict the reactants needed to synthesize the given product. Given the product [F:1][C:2]1[CH:3]=[N:4][C:5]([CH:8]=[O:22])=[N:6][CH:7]=1, predict the reactants needed to synthesize it. The reactants are: [F:1][C:2]1[CH:3]=[N:4][C:5]([C:8]#N)=[N:6][CH:7]=1.CC(C[AlH]CC(C)C)C.C1C[O:22]CC1.